Task: Predict the reactants needed to synthesize the given product.. Dataset: Full USPTO retrosynthesis dataset with 1.9M reactions from patents (1976-2016) (1) Given the product [CH2:28]([S:30]([C:33]1[CH:34]=[CH:35][C:36]([C@@H:39]([NH:43][C:44]([C:46]2[CH:47]=[C:48]3[C:52](=[CH:53][CH:54]=2)[C@H:51]([CH:55]([CH3:56])[CH3:57])[NH:50][CH2:49]3)=[O:45])[CH2:40][CH2:41][OH:42])=[CH:37][CH:38]=1)(=[O:31])=[O:32])[CH3:29].[CH2:28]([S:30]([C:33]1[CH:34]=[CH:35][C:36]([C@@H:39]([NH:43][C:44]([C:46]2[CH:47]=[C:48]3[C:52](=[CH:53][CH:54]=2)[C@@H:51]([CH:55]([CH3:56])[CH3:57])[NH:50][CH2:49]3)=[O:45])[CH2:40][CH2:41][OH:42])=[CH:37][CH:38]=1)(=[O:31])=[O:32])[CH3:29], predict the reactants needed to synthesize it. The reactants are: C(S(C1C=CC(CNC(C2C=C3C(=CC=2)C(C(C)C)NC3)=O)=NC=1)(=O)=O)C.[CH2:28]([S:30]([C:33]1[CH:38]=[CH:37][C:36]([C@@H:39]([NH:43][C:44]([C:46]2[CH:47]=[C:48]3[C:52](=[CH:53][CH:54]=2)[CH:51]([CH:55]([CH3:57])[CH3:56])[N:50](C(OC(C)(C)C)=O)[CH2:49]3)=[O:45])[CH2:40][CH2:41][OH:42])=[CH:35][CH:34]=1)(=[O:32])=[O:31])[CH3:29]. (2) The reactants are: [CH3:1][O:2][C:3](=[O:22])[C:4]1[CH:9]=[CH:8][CH:7]=[C:6]([S:10][C:11]2[C:19]3[C:14](=[CH:15][C:16]([Cl:20])=[CH:17][CH:18]=3)[NH:13][C:12]=2[CH3:21])[CH:5]=1.C(=O)([O-])[O-].[K+].[K+].Br[C:30]1[CH:35]=[CH:34][C:33]([C:36]2[CH:41]=[CH:40][CH:39]=[CH:38][CH:37]=2)=[CH:32][CH:31]=1. Given the product [CH3:1][O:2][C:3](=[O:22])[C:4]1[CH:9]=[CH:8][CH:7]=[C:6]([S:10][C:11]2[C:19]3[C:14](=[CH:15][C:16]([Cl:20])=[CH:17][CH:18]=3)[N:13]([C:39]3[CH:40]=[CH:41][C:36]([C:33]4[CH:34]=[CH:35][CH:30]=[CH:31][CH:32]=4)=[CH:37][CH:38]=3)[C:12]=2[CH3:21])[CH:5]=1, predict the reactants needed to synthesize it.